Dataset: Catalyst prediction with 721,799 reactions and 888 catalyst types from USPTO. Task: Predict which catalyst facilitates the given reaction. (1) Reactant: [CH3:1][N:2]1[C:10]2[CH:9]=[CH:8][CH:7]=[C:6]([C:11]#[N:12])[C:5]=2[C:4]2([C:24]3[C:15](=[CH:16][C:17]4[O:22][CH2:21][CH2:20][O:19][C:18]=4[CH:23]=3)[O:14][CH2:13]2)[C:3]1=O.[NH2:26][OH:27].[OH2:28]. Product: [OH:27][N:26]=[C:11]([C:6]1[C:5]2[C:4]3([C:24]4=[CH:23][C:18]5[O:19][CH2:20][CH2:21][O:22][C:17]=5[CH:16]=[C:15]4[O:14][CH2:13]3)[C:3](=[O:28])[N:2]([CH3:1])[C:10]=2[CH:9]=[CH:8][CH:7]=1)[NH2:12]. The catalyst class is: 16. (2) Reactant: COC1C=CC(C[NH:8][C:9]2[CH:14]=[CH:13][CH:12]=[C:11]([O:15][C:16]3[CH:21]=[CH:20][CH:19]=[CH:18][CH:17]=3)[N:10]=2)=CC=1. Product: [O:15]([C:11]1[N:10]=[C:9]([NH2:8])[CH:14]=[CH:13][CH:12]=1)[C:16]1[CH:17]=[CH:18][CH:19]=[CH:20][CH:21]=1. The catalyst class is: 330. (3) Reactant: P(Cl)(Cl)(Cl)=O.[CH3:6][N:7]1[C:11]2=[N:12][CH:13]=[CH:14][CH:15]=[C:10]2[CH:9]=[CH:8]1.[C:16](=O)(O)[O-:17].[Na+]. Product: [CH3:6][N:7]1[C:11]2=[N:12][CH:13]=[CH:14][CH:15]=[C:10]2[C:9]([CH:16]=[O:17])=[CH:8]1. The catalyst class is: 3.